This data is from Full USPTO retrosynthesis dataset with 1.9M reactions from patents (1976-2016). The task is: Predict the reactants needed to synthesize the given product. Given the product [NH2:37][C@H:17]([CH2:18][O:19][Si:20]([C:33]([CH3:36])([CH3:35])[CH3:34])([C:21]1[CH:26]=[CH:25][CH:24]=[CH:23][CH:22]=1)[C:27]1[CH:32]=[CH:31][CH:30]=[CH:29][CH:28]=1)[CH2:16][CH2:15][C:10]1[CH:11]=[CH:12][CH:13]=[CH:14][C:9]=1[NH:8][C:6](=[O:7])[C@H:5]([CH:45]([C:52]1[CH:53]=[CH:54][CH:55]=[CH:56][CH:57]=1)[C:46]1[CH:51]=[CH:50][CH:49]=[CH:48][CH:47]=1)[NH:4][C:3]([O:2][CH3:1])=[O:58], predict the reactants needed to synthesize it. The reactants are: [CH3:1][O:2][C:3](=[O:58])[NH:4][C@@H:5]([CH:45]([C:52]1[CH:57]=[CH:56][CH:55]=[CH:54][CH:53]=1)[C:46]1[CH:51]=[CH:50][CH:49]=[CH:48][CH:47]=1)[C:6]([NH:8][C:9]1[CH:14]=[CH:13][CH:12]=[CH:11][C:10]=1[CH2:15][CH2:16][C@H:17]([NH:37]C(OC(C)(C)C)=O)[CH2:18][O:19][Si:20]([C:33]([CH3:36])([CH3:35])[CH3:34])([C:27]1[CH:32]=[CH:31][CH:30]=[CH:29][CH:28]=1)[C:21]1[CH:26]=[CH:25][CH:24]=[CH:23][CH:22]=1)=[O:7].C(O)(C(F)(F)F)=O.